This data is from Reaction yield outcomes from USPTO patents with 853,638 reactions. The task is: Predict the reaction yield, written as a fraction of the theoretical maximum amount of product (1.0 means a 100% yield; for example, 0.34 means a 34% yield). (1) The reactants are [NH2:1][C:2]1[C:7]([F:8])=[CH:6][N:5]=[C:4]([OH:9])[N:3]=1.CC#N.[C:13](=[S:22])(Cl)[O:14][C:15]1[CH:20]=[CH:19][CH:18]=[CH:17][CH:16]=1. The catalyst is C(Cl)Cl. The product is [NH2:1][C:2]1[C:7]([F:8])=[CH:6][N:5]([C:13](=[S:22])[O:14][C:15]2[CH:20]=[CH:19][CH:18]=[CH:17][CH:16]=2)[C:4](=[O:9])[N:3]=1. The yield is 0.300. (2) The reactants are [Br:1][C:2]1[CH:3]=[CH:4][C:5]2[C:11]3[S:12][C:13]([C:15]([NH:17][C:18]4[CH:19]=[C:20]([CH:25]=[CH:26][C:27]=4[Cl:28])[C:21]([O:23][CH3:24])=[O:22])=[O:16])=[CH:14][C:10]=3[CH2:9][CH2:8][O:7][C:6]=2[CH:29]=1.[C:30]([O-])([O-])=O.[Cs+].[Cs+].CI. The catalyst is CN(C=O)C. The product is [Br:1][C:2]1[CH:3]=[CH:4][C:5]2[C:11]3[S:12][C:13]([C:15]([N:17]([C:18]4[CH:19]=[C:20]([CH:25]=[CH:26][C:27]=4[Cl:28])[C:21]([O:23][CH3:24])=[O:22])[CH3:30])=[O:16])=[CH:14][C:10]=3[CH2:9][CH2:8][O:7][C:6]=2[CH:29]=1. The yield is 0.940.